From a dataset of Forward reaction prediction with 1.9M reactions from USPTO patents (1976-2016). Predict the product of the given reaction. (1) Given the reactants [CH3:1][C:2]1[N:7]=[C:6]2[S:8][C:9]3[CH2:14][CH2:13][CH2:12][CH2:11][C:10]=3[C:5]2=[C:4]([C:15]2[C:24]3[C:19]4=[C:20]([CH2:25][CH2:26][O:27][C:18]4=[CH:17][CH:16]=2)[CH:21]=[CH:22][N:23]=3)[C:3]=1[CH:28]([O:33][C:34]([CH3:37])([CH3:36])[CH3:35])[C:29]([O:31]C)=[O:30].[OH-].[Na+], predict the reaction product. The product is: [CH3:1][C:2]1[N:7]=[C:6]2[S:8][C:9]3[CH2:14][CH2:13][CH2:12][CH2:11][C:10]=3[C:5]2=[C:4]([C:15]2[C:24]3[C:19]4=[C:20]([CH2:25][CH2:26][O:27][C:18]4=[CH:17][CH:16]=2)[CH:21]=[CH:22][N:23]=3)[C:3]=1[CH:28]([O:33][C:34]([CH3:37])([CH3:36])[CH3:35])[C:29]([OH:31])=[O:30]. (2) Given the reactants [OH:1][NH:2][C:3]([C:5]1[CH:6]=[CH:7][C:8]2[O:12][C:11]3[CH:13]=[C:14]([S:17]([NH:20][C@@H:21]([CH:26]([CH3:28])[CH3:27])[C:22]([O:24][CH3:25])=[O:23])(=[O:19])=[O:18])[CH:15]=[CH:16][C:10]=3[C:9]=2[CH:29]=1)=[NH:4].[CH:30]1([CH2:33]Cl)[CH2:32][CH2:31]1.C(=O)(O)[O-:36].[Na+], predict the reaction product. The product is: [CH:30]1([C:33]([NH:4][C:3]([C:5]2[CH:6]=[CH:7][C:8]3[O:12][C:11]4[CH:13]=[C:14]([S:17]([NH:20][C@@H:21]([CH:26]([CH3:27])[CH3:28])[C:22]([O:24][CH3:25])=[O:23])(=[O:19])=[O:18])[CH:15]=[CH:16][C:10]=4[C:9]=3[CH:29]=2)=[N:2][OH:1])=[O:36])[CH2:32][CH2:31]1. (3) Given the reactants [Cl:1][C:2]1[CH:3]=[C:4]([C:9]2([C:22]([F:25])([F:24])[F:23])[O:13][N:12]=[C:11]([C:14]3[CH:15]=[CH:16][C:17]([CH3:21])=[C:18]([CH:20]=3)[NH2:19])[CH2:10]2)[CH:5]=[C:6]([Cl:8])[CH:7]=1.[C:26](O)(=[O:29])[CH:27]=[CH2:28].Cl.C(N(CC)CCCN=C=NCC)C.C(=O)([O-])O.[Na+], predict the reaction product. The product is: [Cl:1][C:2]1[CH:3]=[C:4]([C:9]2([C:22]([F:23])([F:25])[F:24])[O:13][N:12]=[C:11]([C:14]3[CH:15]=[CH:16][C:17]([CH3:21])=[C:18]([NH:19][C:26](=[O:29])[CH:27]=[CH2:28])[CH:20]=3)[CH2:10]2)[CH:5]=[C:6]([Cl:8])[CH:7]=1. (4) Given the reactants [CH3:1][O:2][C:3]([NH:5][C@@H:6]([CH:52]([CH3:54])[CH3:53])[C:7]([N:9]1[CH2:13][C@@H:12]([CH2:14][O:15][CH3:16])[CH2:11][C@H:10]1[C:17]1[NH:18][C:19]([C:22]2[CH:27]=[CH:26][C:25]([C:28]3[CH:33]=[CH:32][C:31]([C:34]4[NH:38][C:37]([C@@H:39]5[CH2:43][C@H:42]([CH3:44])[CH2:41][N:40]5C(OC(C)(C)C)=O)=[N:36][CH:35]=4)=[CH:30][CH:29]=3)=[CH:24][CH:23]=2)=[CH:20][N:21]=1)=[O:8])=[O:4].Cl.[C:56]([O:60][C:61]([NH:63][C@H:64]([C:68]1[CH:73]=[CH:72][CH:71]=[CH:70][CH:69]=1)[C:65]([OH:67])=O)=[O:62])([CH3:59])([CH3:58])[CH3:57].CCOC(C(C#N)=NOC(N1CCOCC1)=[N+](C)C)=O.F[P-](F)(F)(F)(F)F.CCN(C(C)C)C(C)C, predict the reaction product. The product is: [CH3:1][O:2][C:3]([NH:5][C@@H:6]([CH:52]([CH3:54])[CH3:53])[C:7]([N:9]1[CH2:13][C@@H:12]([CH2:14][O:15][CH3:16])[CH2:11][C@H:10]1[C:17]1[NH:18][C:19]([C:22]2[CH:23]=[CH:24][C:25]([C:28]3[CH:33]=[CH:32][C:31]([C:34]4[NH:38][C:37]([C@@H:39]5[CH2:43][C@H:42]([CH3:44])[CH2:41][N:40]5[C:65](=[O:67])[C@H:64]([NH:63][C:61](=[O:62])[O:60][C:56]([CH3:57])([CH3:58])[CH3:59])[C:68]5[CH:73]=[CH:72][CH:71]=[CH:70][CH:69]=5)=[N:36][CH:35]=4)=[CH:30][CH:29]=3)=[CH:26][CH:27]=2)=[CH:20][N:21]=1)=[O:8])=[O:4].